From a dataset of Forward reaction prediction with 1.9M reactions from USPTO patents (1976-2016). Predict the product of the given reaction. (1) Given the reactants CC1[N:3]([C:7]2[CH:8]=[C:9]([C:13]3[CH:22]=[N:21][CH:20]=[CH:19][C:14]=3[C:15]([O:17]C)=[O:16])[CH:10]=[CH:11][CH:12]=2)[CH2:4][CH2:5][N:6]=1.[Cl:23][C:24]1[CH:25]=[C:26]([CH:30]=[CH:31][CH:32]=1)[C@H:27]1[O:29][CH2:28]1.[OH-].[Na+].Cl, predict the reaction product. The product is: [Cl:23][C:24]1[CH:25]=[C:26]([C@@H:27]([OH:29])[CH2:28][NH:6][CH2:5][CH2:4][NH:3][C:7]2[CH:8]=[C:9]([C:13]3[CH:22]=[N:21][CH:20]=[CH:19][C:14]=3[C:15]([OH:17])=[O:16])[CH:10]=[CH:11][CH:12]=2)[CH:30]=[CH:31][CH:32]=1. (2) Given the reactants C1(C)C=CC=CC=1P(C1C=CC=CC=1C)C1C=CC=CC=1C.C(N(CC)CC)C.I[C:31]1[CH:36]=[CH:35][CH:34]=[CH:33][CH:32]=1.[C:37]1([CH3:64])[CH:42]=[CH:41][C:40]([S:43]([N:46]2[CH2:51][CH2:50][N:49]([S:52]([C:55]3[CH:60]=[CH:59][C:58]([CH3:61])=[CH:57][CH:56]=3)(=[O:54])=[O:53])[CH2:48][CH:47]2[CH:62]=[CH2:63])(=[O:45])=[O:44])=[CH:39][CH:38]=1, predict the reaction product. The product is: [CH:62]([CH:47]1[CH2:48][N:49]([S:52]([C:55]2[CH:56]=[CH:57][C:58]([CH3:61])=[CH:59][CH:60]=2)(=[O:53])=[O:54])[CH2:50][CH2:51][N:46]1[S:43]([C:40]1[CH:39]=[CH:38][C:37]([CH3:64])=[CH:42][CH:41]=1)(=[O:44])=[O:45])=[CH:63][C:31]1[CH:36]=[CH:35][CH:34]=[CH:33][CH:32]=1.[C:37]1([CH3:64])[CH:42]=[CH:41][C:40]([S:43]([N:46]2[CH2:51][CH2:50][N:49]([S:52]([C:55]3[CH:60]=[CH:59][C:58]([CH3:61])=[CH:57][CH:56]=3)(=[O:54])=[O:53])[CH2:48][CH:47]2[CH:62]=[CH2:63])(=[O:44])=[O:45])=[CH:39][CH:38]=1. (3) Given the reactants [CH3:1][O:2][C:3]([C:5]1[C:10]([NH2:11])=[N:9][C:8]([CH2:12][CH:13](OC)[O:14][CH3:15])=[CH:7][N:6]=1)=[O:4].CCN(CC)CC.FC(F)(F)S([O-])(=O)=O.C([O-])(O)=O.[Na+], predict the reaction product. The product is: [CH3:1][O:2][C:3]([C:5]1[C:10]([NH2:11])=[N:9][C:8]([CH:12]=[CH:13][O:14][CH3:15])=[CH:7][N:6]=1)=[O:4].